This data is from Full USPTO retrosynthesis dataset with 1.9M reactions from patents (1976-2016). The task is: Predict the reactants needed to synthesize the given product. (1) The reactants are: C(O[C:6]([N:8]1[CH2:13][CH:12]=[C:11]([C:14]2[CH:19]=[C:18]([Cl:20])[CH:17]=[CH:16][C:15]=2[O:21][CH3:22])[CH2:10][CH2:9]1)=O)(C)(C)C.BrC[C:25]1[N:29]([CH3:30])[N:28]([C:31]2[CH:36]=[CH:35][CH:34]=[CH:33][CH:32]=2)[C:27](=[O:37])[C:26]=1[O:38][CH3:39].C(=O)([O-])[O-].[K+].[K+]. Given the product [Cl:20][C:18]1[CH:17]=[CH:16][C:15]([O:21][CH3:22])=[C:14]([C:11]2[CH2:10][CH2:9][N:8]([CH2:6][C:25]3[N:29]([CH3:30])[N:28]([C:31]4[CH:36]=[CH:35][CH:34]=[CH:33][CH:32]=4)[C:27](=[O:37])[C:26]=3[O:38][CH3:39])[CH2:13][CH:12]=2)[CH:19]=1, predict the reactants needed to synthesize it. (2) Given the product [CH2:1]([O:3][C:4](=[O:28])[CH2:5][C:6]1[CH:7]=[C:8]([C:14]2[CH:19]=[CH:18][C:17]([C:20]([F:23])([F:21])[F:22])=[CH:16][C:15]=2[CH2:24][N:25]([CH2:26][CH3:27])[C:38]([NH:48][CH2:47][C:46]2[CH:49]=[CH:50][C:43]([OH:42])=[CH:44][CH:45]=2)=[O:39])[C:9]([O:12][CH3:13])=[CH:10][CH:11]=1)[CH3:2], predict the reactants needed to synthesize it. The reactants are: [CH2:1]([O:3][C:4](=[O:28])[CH2:5][C:6]1[CH:7]=[C:8]([C:14]2[CH:19]=[CH:18][C:17]([C:20]([F:23])([F:22])[F:21])=[CH:16][C:15]=2[CH2:24][NH:25][CH2:26][CH3:27])[C:9]([O:12][CH3:13])=[CH:10][CH:11]=1)[CH3:2].C(N(C(C)C)CC)(C)C.[C:38](Cl)(Cl)=[O:39].[OH:42][C:43]1[CH:50]=[CH:49][C:46]([CH2:47][NH2:48])=[CH:45][CH:44]=1.C(N(CC)CC)C. (3) The reactants are: [ClH:1].[S:2]1[C:6]2[CH:7]=[CH:8][CH:9]=[CH:10][C:5]=2[C:4]([N:11]2[CH2:16][CH2:15][N:14]([CH2:17][C@@H:18]3[CH2:23][CH2:22][CH2:21][CH2:20][C@H:19]3[CH2:24][N:25]3[C:33](=[O:34])[C@H:32]4[C@H:27]([C@H:28]5[CH2:35][C@@H:31]4[CH2:30][CH2:29]5)[C:26]3=[O:36])[CH2:13][CH2:12]2)=[N:3]1.Cl. Given the product [OH2:34].[OH2:34].[ClH:1].[ClH:1].[S:2]1[C:6]2[CH:7]=[CH:8][CH:9]=[CH:10][C:5]=2[C:4]([N:11]2[CH2:12][CH2:13][N:14]([CH2:17][C@@H:18]3[CH2:23][CH2:22][CH2:21][CH2:20][C@H:19]3[CH2:24][N:25]3[C:26](=[O:36])[C@H:27]4[C@H:32]([C@H:31]5[CH2:35][C@@H:28]4[CH2:29][CH2:30]5)[C:33]3=[O:34])[CH2:15][CH2:16]2)=[N:3]1, predict the reactants needed to synthesize it. (4) Given the product [NH2:14][C:3]1[C:2]([C:18]2[CH:26]=[CH:25][C:21]([C:22]([OH:24])=[O:23])=[C:20]([F:27])[CH:19]=2)=[CH:7][C:6]([CH:8]2[CH2:13][CH2:12][O:11][CH2:10][CH2:9]2)=[CH:5][N:4]=1, predict the reactants needed to synthesize it. The reactants are: Br[C:2]1[C:3]([NH2:14])=[N:4][CH:5]=[C:6]([CH:8]2[CH2:13][CH2:12][O:11][CH2:10][CH2:9]2)[CH:7]=1.B([C:18]1[CH:26]=[CH:25][C:21]([C:22]([OH:24])=[O:23])=[C:20]([F:27])[CH:19]=1)(O)O.C([O-])([O-])=O.[Na+].[Na+]. (5) Given the product [CH2:5]([O:8][CH2:9][CH2:10][N:11]([CH3:35])[C:12]([C:13]1[CH:18]=[CH:17][C:16]([CH2:19][CH2:20][S:21]([N:24]2[CH2:25][CH2:26][C:27]([NH2:32])([C:30]([NH2:31])=[O:37])[CH2:28][CH2:29]2)(=[O:22])=[O:23])=[C:15]([CH3:33])[CH:14]=1)=[O:34])[CH:6]=[CH2:7], predict the reactants needed to synthesize it. The reactants are: [OH-].[Na+].OO.[CH2:5]([O:8][CH2:9][CH2:10][N:11]([CH3:35])[C:12](=[O:34])[C:13]1[CH:18]=[CH:17][C:16]([CH2:19][CH2:20][S:21]([N:24]2[CH2:29][CH2:28][C:27]([NH2:32])([C:30]#[N:31])[CH2:26][CH2:25]2)(=[O:23])=[O:22])=[C:15]([CH3:33])[CH:14]=1)[CH:6]=[CH2:7].S([O-])([O-])=[O:37].[Na+].[Na+]. (6) The reactants are: F[C:2]1[CH:7]=[CH:6][C:5]([CH3:8])=[CH:4][N:3]=1.[C-:9]#[N:10].[Na+].O. Given the product [CH3:8][C:5]1[CH:6]=[CH:7][C:2]([C:9]#[N:10])=[N:3][CH:4]=1, predict the reactants needed to synthesize it. (7) Given the product [CH3:32][NH:33][C:9]([CH:11]([C:24]#[C:25][C:26]1[CH:31]=[CH:30][CH:29]=[CH:28][CH:27]=1)[CH2:12][NH:13][C:14]1[C:23]2[C:18](=[CH:19][CH:20]=[CH:21][CH:22]=2)[N:17]=[CH:16][N:15]=1)=[O:8], predict the reactants needed to synthesize it. The reactants are: O1CCCC1.C([O:8][C:9]([CH:11]([C:24]#[C:25][C:26]1[CH:31]=[CH:30][CH:29]=[CH:28][CH:27]=1)[CH2:12][NH:13][C:14]1[C:23]2[C:18](=[CH:19][CH:20]=[CH:21][CH:22]=2)[N:17]=[CH:16][N:15]=1)=O)C.[CH3:32][NH2:33]. (8) Given the product [C:8]([O:16][C:14]([N:11]1[CH2:12][CH2:13][CH:8]([C:5]2[S:6][CH:7]=[C:3]([CH2:2][O:27][C:24]3[CH:25]=[CH:26][C:21]([S:18]([CH3:17])(=[O:19])=[O:20])=[CH:22][CH:23]=3)[N:4]=2)[CH2:9][CH2:10]1)=[O:15])([CH3:13])([CH3:9])[CH3:5], predict the reactants needed to synthesize it. The reactants are: Cl[CH2:2][C:3]1[N:4]=[C:5]([CH:8]2[CH2:13][CH2:12][N:11]([C:14]([OH:16])=[O:15])[CH2:10][CH2:9]2)[S:6][CH:7]=1.[CH3:17][S:18]([C:21]1[CH:26]=[CH:25][C:24]([OH:27])=[CH:23][CH:22]=1)(=[O:20])=[O:19].C([O-])([O-])=O.[K+].[K+].